This data is from Reaction yield outcomes from USPTO patents with 853,638 reactions. The task is: Predict the reaction yield, written as a fraction of the theoretical maximum amount of product (1.0 means a 100% yield; for example, 0.34 means a 34% yield). (1) The reactants are Cl.[CH3:2][O:3][CH2:4][C:5](=[NH:7])[NH2:6].C[O-].[Na+].[C:11]([C:13]1[CH:18]=[CH:17][CH:16]=[CH:15][C:14]=1[C:19]1[CH:24]=[CH:23][C:22]([CH2:25][CH:26]([C:31](=O)[CH2:32][CH2:33][CH2:34][CH3:35])[C:27](OC)=[O:28])=[CH:21][CH:20]=1)#[N:12]. The catalyst is CO.O1CCOCC1. The product is [CH2:32]([C:31]1[N:7]=[C:5]([CH2:4][O:3][CH3:2])[NH:6][C:27](=[O:28])[C:26]=1[CH2:25][C:22]1[CH:21]=[CH:20][C:19]([C:14]2[C:13]([C:11]#[N:12])=[CH:18][CH:17]=[CH:16][CH:15]=2)=[CH:24][CH:23]=1)[CH2:33][CH2:34][CH3:35]. The yield is 0.710. (2) The yield is 1.00. The catalyst is CC(C)=O.C(OCC)(=O)C. The reactants are [C:1]1([OH:7])[CH:6]=[CH:5][CH:4]=[CH:3][CH:2]=1.Br[CH2:9][CH2:10][CH2:11][CH2:12][CH2:13][CH2:14][CH2:15][OH:16].C(=O)([O-])[O-].[K+].[K+]. The product is [C:1]1([O:7][CH2:9][CH2:10][CH2:11][CH2:12][CH2:13][CH2:14][CH2:15][OH:16])[CH:6]=[CH:5][CH:4]=[CH:3][CH:2]=1. (3) The reactants are [C:1]1([N:7]([C:17]2[CH:22]=[CH:21][CH:20]=[CH:19][CH:18]=2)[C:8]2[CH:13]=[CH:12][C:11](B(O)O)=[CH:10][CH:9]=2)[CH:6]=[CH:5][CH:4]=[CH:3][CH:2]=1.I[C:24]1[CH:29]=[CH:28][C:27]([Br:30])=[CH:26][CH:25]=1.C([O-])([O-])=O.[Na+].[Na+]. The catalyst is C1COCC1.O.C1C=CC([P]([Pd]([P](C2C=CC=CC=2)(C2C=CC=CC=2)C2C=CC=CC=2)([P](C2C=CC=CC=2)(C2C=CC=CC=2)C2C=CC=CC=2)[P](C2C=CC=CC=2)(C2C=CC=CC=2)C2C=CC=CC=2)(C2C=CC=CC=2)C2C=CC=CC=2)=CC=1. The product is [Br:30][C:27]1[CH:28]=[CH:29][C:24]([C:11]2[CH:12]=[CH:13][C:8]([N:7]([C:1]3[CH:6]=[CH:5][CH:4]=[CH:3][CH:2]=3)[C:17]3[CH:22]=[CH:21][CH:20]=[CH:19][CH:18]=3)=[CH:9][CH:10]=2)=[CH:25][CH:26]=1. The yield is 0.870. (4) The reactants are [Br:1][C:2]1[CH:3]=[C:4]([C:8]([CH3:13])([CH3:12])[C:9]([OH:11])=O)[CH:5]=[CH:6][CH:7]=1.C(Cl)(=O)C(Cl)=O.CN(C)C=O.[NH2:25][C:26]1[CH:27]=[C:28]([CH:45]=[CH:46][CH:47]=1)[O:29][C:30]1[CH:42]=[CH:41][C:33]2[N:34]=[C:35]([NH:37][C:38](=[O:40])[CH3:39])[S:36][C:32]=2[C:31]=1[C:43]#[N:44]. The catalyst is O1CCCC1.C(OCC)(=O)C. The product is [C:38]([NH:37][C:35]1[S:36][C:32]2[C:31]([C:43]#[N:44])=[C:30]([O:29][C:28]3[CH:27]=[C:26]([NH:25][C:9](=[O:11])[C:8]([C:4]4[CH:5]=[CH:6][CH:7]=[C:2]([Br:1])[CH:3]=4)([CH3:13])[CH3:12])[CH:47]=[CH:46][CH:45]=3)[CH:42]=[CH:41][C:33]=2[N:34]=1)(=[O:40])[CH3:39]. The yield is 0.810. (5) The reactants are [CH3:1][CH:2]([N:4]1[C:12](/[CH:13]=[CH:14]/[C@H:15]([OH:24])[CH2:16][C@H:17]([OH:23])[CH2:18][C:19]([O:21]C)=[O:20])=[C:11]([C:25]2[CH:30]=[CH:29][C:28]([F:31])=[CH:27][CH:26]=2)[C:10]2[C:5]1=[CH:6][CH:7]=[CH:8][CH:9]=2)[CH3:3].[OH-].[Na+:33].C(#N)C. The catalyst is CCO. The product is [CH3:3][CH:2]([N:4]1[C:12](/[CH:13]=[CH:14]/[CH:15]([OH:24])[CH2:16][CH:17]([OH:23])[CH2:18][C:19]([O-:21])=[O:20])=[C:11]([C:25]2[CH:26]=[CH:27][C:28]([F:31])=[CH:29][CH:30]=2)[C:10]2[CH:9]=[CH:8][CH:7]=[CH:6][C:5]1=2)[CH3:1].[Na+:33]. The yield is 0.830. (6) The reactants are Cl.[NH2:2][CH2:3][C:4]1[CH:5]=[C:6]2[C:11](=[CH:12][CH:13]=1)[N:10]=[C:9]([CH3:14])[N:8]([CH:15]1[CH2:20][CH2:19][C:18](=[O:21])[NH:17][C:16]1=[O:22])[C:7]2=[O:23].[F:24][C:25]([F:37])([F:36])[O:26][C:27]1[CH:35]=[CH:34][C:30]([C:31](Cl)=[O:32])=[CH:29][CH:28]=1.C(N(CC)C(C)C)(C)C. The catalyst is C(#N)C. The product is [O:22]=[C:16]1[CH:15]([N:8]2[C:7](=[O:23])[C:6]3[C:11](=[CH:12][CH:13]=[C:4]([CH2:3][NH:2][C:31](=[O:32])[C:30]4[CH:34]=[CH:35][C:27]([O:26][C:25]([F:24])([F:36])[F:37])=[CH:28][CH:29]=4)[CH:5]=3)[N:10]=[C:9]2[CH3:14])[CH2:20][CH2:19][C:18](=[O:21])[NH:17]1. The yield is 0.710. (7) The reactants are B(Br)(Br)Br.[CH2:5]([C:9]1[CH:14]=[C:13]([CH2:15][CH2:16][C:17]#[N:18])[CH:12]=[CH:11][C:10]=1[C:19]1[CH:24]=[CH:23][C:22]([O:25]C)=[C:21]([CH2:27][C:28]2[C:37]3[C:32](=[CH:33][CH:34]=[CH:35][CH:36]=3)[CH:31]=[CH:30][CH:29]=2)[CH:20]=1)[CH:6]([CH3:8])[CH3:7].O. The catalyst is C(Cl)Cl. The product is [OH:25][C:22]1[CH:23]=[CH:24][C:19]([C:10]2[CH:11]=[CH:12][C:13]([CH2:15][CH2:16][C:17]#[N:18])=[CH:14][C:9]=2[CH2:5][CH:6]([CH3:7])[CH3:8])=[CH:20][C:21]=1[CH2:27][C:28]1[C:37]2[C:32](=[CH:33][CH:34]=[CH:35][CH:36]=2)[CH:31]=[CH:30][CH:29]=1. The yield is 0.939.